Task: Predict the reactants needed to synthesize the given product.. Dataset: Full USPTO retrosynthesis dataset with 1.9M reactions from patents (1976-2016) (1) Given the product [CH2:1]([C:3]1[C:11]2[C:6](=[CH:7][C:8]([C:12]([O:14][CH3:17])=[O:13])=[CH:9][CH:10]=2)[NH:5][N:4]=1)[CH3:2], predict the reactants needed to synthesize it. The reactants are: [CH2:1]([C:3]1[C:11]2[C:6](=[CH:7][C:8]([C:12]([OH:14])=[O:13])=[CH:9][CH:10]=2)[NH:5][N:4]=1)[CH3:2].N1C2C(=CC=CC=2)[CH:17]=N1.CO. (2) Given the product [CH3:10][O:9][C:7]1[CH:8]=[C:3]([O:2][CH3:1])[N:4]=[C:5]([O:11][CH:12]([CH:16]([CH3:18])[CH3:17])[C:13]([N:29]2[CH2:34][CH2:33][O:32][CH2:31][CH2:30]2)=[O:15])[N:6]=1, predict the reactants needed to synthesize it. The reactants are: [CH3:1][O:2][C:3]1[CH:8]=[C:7]([O:9][CH3:10])[N:6]=[C:5]([O:11][CH:12]([CH:16]([CH3:18])[CH3:17])[C:13]([OH:15])=O)[N:4]=1.C1C=CC2N(O)N=NC=2C=1.[NH:29]1[CH2:34][CH2:33][O:32][CH2:31][CH2:30]1.CCN=C=NCCCN(C)C.Cl. (3) Given the product [CH3:13][C:14]1[N:15]=[C:16]([CH2:43][CH2:44][CH3:45])[N:17]([CH2:28][C:29]2[CH:34]=[CH:33][C:32]([C:35]3[CH:40]=[CH:39][CH:38]=[CH:37][C:36]=3[C:41]3[NH:3][C:4](=[O:7])[O:5][N:42]=3)=[CH:31][CH:30]=2)[C:18](=[O:27])[C:19]=1[O:20][C:21]1[CH:22]=[CH:23][CH:24]=[CH:25][CH:26]=1, predict the reactants needed to synthesize it. The reactants are: [Cl-].O[NH3+:3].[C:4](=[O:7])([O-])[OH:5].[Na+].CS(C)=O.[CH3:13][C:14]1[N:15]=[C:16]([CH2:43][CH2:44][CH3:45])[N:17]([CH2:28][C:29]2[CH:34]=[CH:33][C:32]([C:35]3[C:36]([C:41]#[N:42])=[CH:37][CH:38]=[CH:39][CH:40]=3)=[CH:31][CH:30]=2)[C:18](=[O:27])[C:19]=1[O:20][C:21]1[CH:26]=[CH:25][CH:24]=[CH:23][CH:22]=1. (4) Given the product [Cl:21][C:19]1[C:18]2[NH:17][N:16]=[CH:15][C:14]=2[C:13]2[CH2:22][N:23]([CH2:26][C:27]([F:28])([F:30])[F:29])[C:24](=[O:25])[C@H:10]([OH:9])[CH2:11][C:12]=2[CH:20]=1, predict the reactants needed to synthesize it. The reactants are: C([O:9][C@H:10]1[C:24](=[O:25])[N:23]([CH2:26][C:27]([F:30])([F:29])[F:28])[CH2:22][C:13]2[C:14]3[CH:15]=[N:16][NH:17][C:18]=3[C:19]([Cl:21])=[CH:20][C:12]=2[CH2:11]1)(=O)C1C=CC=CC=1.C1COCC1.[OH-].[Li+].O. (5) Given the product [Cl:1][C:2]1[N:3]=[C:4]([N:13]2[CH2:18][CH2:17][O:16][CH2:15][CH2:14]2)[C:5]2[N:10]=[C:9]([CH2:11][N:19]3[CH2:22][CH:21]([N:23]4[CH2:28][CH2:27][O:26][CH2:25][CH2:24]4)[CH2:20]3)[S:8][C:6]=2[N:7]=1, predict the reactants needed to synthesize it. The reactants are: [Cl:1][C:2]1[N:3]=[C:4]([N:13]2[CH2:18][CH2:17][O:16][CH2:15][CH2:14]2)[C:5]2[N:10]=[C:9]([CH:11]=O)[S:8][C:6]=2[N:7]=1.[NH:19]1[CH2:22][CH:21]([N:23]2[CH2:28][CH2:27][O:26][CH2:25][CH2:24]2)[CH2:20]1.C(O[BH-](OC(=O)C)OC(=O)C)(=O)C.[Na+]. (6) Given the product [C:14]1([C:20]2([N:45]([CH3:47])[CH3:46])[CH2:25][CH2:24][CH:23]([CH2:26][O:27][CH2:28][C:29]3[C:37]4[C:32](=[CH:33][CH:34]=[CH:35][CH:36]=4)[NH:31][CH:30]=3)[CH2:22][CH2:21]2)[CH:19]=[CH:18][CH:17]=[CH:16][CH:15]=1, predict the reactants needed to synthesize it. The reactants are: O.[F-].C([N+](C)(C)C)C1C=CC=CC=1.[C:14]1([C:20]2([N:45]([CH3:47])[CH3:46])[CH2:25][CH2:24][CH:23]([CH2:26][O:27][CH2:28][C:29]3[C:37]4[C:32](=[CH:33][CH:34]=[CH:35][CH:36]=4)[NH:31][C:30]=3[Si](CC)(CC)CC)[CH2:22][CH2:21]2)[CH:19]=[CH:18][CH:17]=[CH:16][CH:15]=1. (7) Given the product [CH2:25]([S:22]([C:18]1[CH:17]=[C:16]([C:5]2[C:6]3[C:14]4[CH:13]=[C:12]([CH3:15])[CH:11]=[N:10][C:9]=4[NH:8][C:7]=3[C:2]([O:27][CH2:28][CH3:29])=[N:3][CH:4]=2)[CH:21]=[CH:20][CH:19]=1)(=[O:24])=[O:23])[CH3:26], predict the reactants needed to synthesize it. The reactants are: Cl[C:2]1[C:7]2[NH:8][C:9]3[C:14]([C:6]=2[C:5]([C:16]2[CH:21]=[CH:20][CH:19]=[C:18]([S:22]([CH2:25][CH3:26])(=[O:24])=[O:23])[CH:17]=2)=[CH:4][N:3]=1)=[CH:13][C:12]([CH3:15])=[CH:11][N:10]=3.[O-:27][CH2:28][CH3:29].[Na+]. (8) Given the product [ClH:21].[ClH:21].[F:20][CH:4]([F:3])[CH2:5][N:6]1[CH2:11][CH2:10][CH2:9][CH:8]([NH2:12])[CH2:7]1, predict the reactants needed to synthesize it. The reactants are: N#N.[F:3][CH:4]([F:20])[CH2:5][N:6]1[CH2:11][CH2:10][CH2:9][CH:8]([NH:12]C(=O)OC(C)(C)C)[CH2:7]1.[ClH:21]. (9) Given the product [C:1]1([C:7]2[CH:12]=[CH:11][N:10]=[C:9]([N:13]3[CH2:14][CH:15]4[CH:19]([CH2:18][N:17]([C:28]([C:27]5[CH:31]=[CH:32][CH:33]=[CH:34][C:26]=5[N:21]5[CH:25]=[CH:24][CH:23]=[CH:22]5)=[O:29])[CH2:16]4)[CH2:20]3)[N:8]=2)[CH:2]=[CH:3][CH:4]=[CH:5][CH:6]=1, predict the reactants needed to synthesize it. The reactants are: [C:1]1([C:7]2[CH:12]=[CH:11][N:10]=[C:9]([N:13]3[CH2:20][CH:19]4[CH:15]([CH2:16][NH:17][CH2:18]4)[CH2:14]3)[N:8]=2)[CH:6]=[CH:5][CH:4]=[CH:3][CH:2]=1.[N:21]1([C:26]2[CH:34]=[CH:33][CH:32]=[CH:31][C:27]=2[C:28](O)=[O:29])[CH:25]=[CH:24][CH:23]=[CH:22]1. (10) Given the product [OH:1][CH:2]1[CH2:3][CH2:4][N:5]([C:8]([N:10]2[CH2:15][CH:14]([C:16]3[CH:17]=[CH:18][C:19]([C:22]([F:23])([F:25])[F:24])=[CH:20][CH:21]=3)[CH2:13][CH:12]([C:26]3[O:28][N:38]=[C:31]([CH2:32][CH2:33][O:34][CH:35]([CH3:37])[CH3:36])[N:30]=3)[CH2:11]2)=[O:9])[CH2:6][CH2:7]1, predict the reactants needed to synthesize it. The reactants are: [OH:1][CH:2]1[CH2:7][CH2:6][N:5]([C:8]([N:10]2[CH2:15][CH:14]([C:16]3[CH:21]=[CH:20][C:19]([C:22]([F:25])([F:24])[F:23])=[CH:18][CH:17]=3)[CH2:13][CH:12]([C:26]([OH:28])=O)[CH2:11]2)=[O:9])[CH2:4][CH2:3]1.O[N:30]=[C:31]([NH2:38])[CH2:32][CH2:33][O:34][CH:35]([CH3:37])[CH3:36].